This data is from Forward reaction prediction with 1.9M reactions from USPTO patents (1976-2016). The task is: Predict the product of the given reaction. (1) Given the reactants [CH3:1][O:2][C:3]1[CH:4]=[C:5]2[C:10](=[CH:11][CH:12]=1)[C:9](=O)[NH:8][CH:7]=[CH:6]2.P(Cl)(Cl)([Cl:16])=O, predict the reaction product. The product is: [Cl:16][C:9]1[C:10]2[C:5](=[CH:4][C:3]([O:2][CH3:1])=[CH:12][CH:11]=2)[CH:6]=[CH:7][N:8]=1. (2) Given the reactants Cl[C:2]1[CH:7]=[C:6]([NH:8][C:9]2[CH:14]=[CH:13][CH:12]=[CH:11][C:10]=2[S:15]([CH:18]([CH3:20])[CH3:19])(=[O:17])=[O:16])[C:5]([C:21]([F:24])([F:23])[F:22])=[CH:4][N:3]=1.[CH3:25][P:26]([C:29]1[CH:35]=[CH:34][C:32]([NH2:33])=[C:31]([CH3:36])[CH:30]=1)([CH3:28])=[O:27], predict the reaction product. The product is: [CH3:28][P:26]([C:29]1[CH:35]=[CH:34][C:32]([NH:33][C:2]2[CH:7]=[C:6]([NH:8][C:9]3[CH:14]=[CH:13][CH:12]=[CH:11][C:10]=3[S:15]([CH:18]([CH3:20])[CH3:19])(=[O:17])=[O:16])[C:5]([C:21]([F:24])([F:23])[F:22])=[CH:4][N:3]=2)=[C:31]([CH3:36])[CH:30]=1)([CH3:25])=[O:27]. (3) Given the reactants Br[C:2]1[N:3]=[CH:4][N:5]([C:7]2[N:12]=[C:11]([C:13]3[CH:18]=[CH:17][C:16]([Cl:19])=[CH:15][CH:14]=3)[CH:10]=[C:9]([CH:20]3[CH2:22][CH2:21]3)[N:8]=2)[CH:6]=1.CC1(C)C(C)(C)OB([C:31]2[CH:32]=[N:33][CH:34]=[CH:35][CH:36]=2)O1, predict the reaction product. The product is: [Cl:19][C:16]1[CH:17]=[CH:18][C:13]([C:11]2[CH:10]=[C:9]([CH:20]3[CH2:22][CH2:21]3)[N:8]=[C:7]([N:5]3[CH:6]=[C:2]([C:31]4[CH:32]=[N:33][CH:34]=[CH:35][CH:36]=4)[N:3]=[CH:4]3)[N:12]=2)=[CH:14][CH:15]=1. (4) Given the reactants [F:1][C:2]1[CH:7]=[CH:6][C:5]([C:8]2[CH:9]=[C:10]3[C:15](=[CH:16][CH:17]=2)[N:14]=[CH:13][C:12]([NH2:18])=[C:11]3[C:19]([F:22])([F:21])[F:20])=[CH:4][CH:3]=1.CO.N#N, predict the reaction product. The product is: [F:1][C:2]1[CH:3]=[CH:4][C:5]([C:8]2[CH:9]=[C:10]3[C:15](=[CH:16][CH:17]=2)[NH:14][CH2:13][CH:12]([NH2:18])[CH:11]3[C:19]([F:22])([F:20])[F:21])=[CH:6][CH:7]=1. (5) Given the reactants [Si:1]([O:8][CH2:9][C:10]1[CH:19]=[CH:18][C:13]([C:14]([NH:16][NH2:17])=[O:15])=[CH:12][CH:11]=1)([C:4]([CH3:7])([CH3:6])[CH3:5])([CH3:3])[CH3:2].Cl.[CH:21]1([C:24](=N)OCC)[CH2:23][CH2:22]1, predict the reaction product. The product is: [Si:1]([O:8][CH2:9][C:10]1[CH:11]=[CH:12][C:13]([C:14]2[O:15][C:24]([CH:21]3[CH2:23][CH2:22]3)=[N:17][N:16]=2)=[CH:18][CH:19]=1)([C:4]([CH3:7])([CH3:6])[CH3:5])([CH3:3])[CH3:2].